This data is from Reaction yield outcomes from USPTO patents with 853,638 reactions. The task is: Predict the reaction yield, written as a fraction of the theoretical maximum amount of product (1.0 means a 100% yield; for example, 0.34 means a 34% yield). (1) The reactants are [H-].[Na+].[Cl:3][C:4]1[CH:9]=[CH:8][C:7]([CH:10]2[C:17]3[C:13](=[N:14][N:15]([CH3:19])[C:16]=3[OH:18])[C:12](=[O:20])[N:11]2[C:21]2[CH:26]=[C:25]([CH3:27])[C:24](=[O:28])[N:23]([CH3:29])[CH:22]=2)=[CH:6][CH:5]=1.I[CH2:31][CH3:32]. The catalyst is CN(C=O)C.CCOC(C)=O.O.CCOCC. The product is [Cl:3][C:4]1[CH:9]=[CH:8][C:7]([CH:10]2[C:17]3[C:13](=[N:14][N:15]([CH3:19])[C:16]=3[O:18][CH2:31][CH3:32])[C:12](=[O:20])[N:11]2[C:21]2[CH:26]=[C:25]([CH3:27])[C:24](=[O:28])[N:23]([CH3:29])[CH:22]=2)=[CH:6][CH:5]=1. The yield is 0.500. (2) The product is [Cl:22][C:23]([Cl:30])([Cl:29])[C:24]([NH:26][C:27]([NH:19][C:17]1[CH:18]=[C:13]2[CH:12]=[CH:11][CH:10]=[C:9]3[C:14]2=[C:15]([CH:16]=1)[C:20](=[O:21])[N:6]([CH2:5][CH2:4][N:2]([CH3:1])[CH3:3])[C:7]3=[O:8])=[O:28])=[O:25]. The yield is 0.970. The reactants are [CH3:1][N:2]([CH2:4][CH2:5][N:6]1[C:20](=[O:21])[C:15]2=[CH:16][C:17]([NH2:19])=[CH:18][C:13]3[C:14]2=[C:9]([CH:10]=[CH:11][CH:12]=3)[C:7]1=[O:8])[CH3:3].[Cl:22][C:23]([Cl:30])([Cl:29])[C:24]([N:26]=[C:27]=[O:28])=[O:25].O. The catalyst is CC(CC)=O. (3) The reactants are [Br:1][C:2]1[CH:9]=[CH:8][C:5]([CH2:6][OH:7])=[CH:4][CH:3]=1.Br[CH2:11][CH2:12][CH2:13][CH2:14][CH2:15][CH2:16][O:17][CH2:18][C:19]1([CH2:23][CH3:24])[CH2:22][O:21][CH2:20]1.[OH-].[Na+].O. The catalyst is CCCCCC.[Br-].C([N+](CCCC)(CCCC)CCCC)CCC. The product is [Br:1][C:2]1[CH:9]=[CH:8][C:5]([CH2:6][O:7][CH2:11][CH2:12][CH2:13][CH2:14][CH2:15][CH2:16][O:17][CH2:18][C:19]2([CH2:23][CH3:24])[CH2:22][O:21][CH2:20]2)=[CH:4][CH:3]=1. The yield is 0.602. (4) The reactants are N([O-])=O.[Na+].[Cl:5][C:6]1[N:11]=[CH:10][C:9](N)=[CH:8][CH:7]=1.[S:13](=[O:15])=[O:14].O.[ClH:17]. The catalyst is C(O)(=O)C.[Cu](Cl)Cl. The product is [Cl:5][C:6]1[N:11]=[CH:10][C:9]([S:13]([Cl:17])(=[O:15])=[O:14])=[CH:8][CH:7]=1. The yield is 0.605. (5) The reactants are [C:1]1([CH2:7][CH2:8][CH2:9][CH2:10][CH2:11][CH2:12][CH:13]([C:15]2[N:16]=[N:17][N:18]([C:20]3[CH:25]=[CH:24][CH:23]=[CH:22][N:21]=3)[N:19]=2)[OH:14])[CH:6]=[CH:5][CH:4]=[CH:3][CH:2]=1.CC(OI1(OC(C)=O)(OC(C)=O)OC(=O)C2C=CC=CC1=2)=O. The catalyst is C(Cl)Cl. The product is [C:1]1([CH2:7][CH2:8][CH2:9][CH2:10][CH2:11][CH2:12][C:13]([C:15]2[N:16]=[N:17][N:18]([C:20]3[CH:25]=[CH:24][CH:23]=[CH:22][N:21]=3)[N:19]=2)=[O:14])[CH:6]=[CH:5][CH:4]=[CH:3][CH:2]=1. The yield is 0.990. (6) The reactants are [Cl:1][CH2:2][C:3](O[C:3](=[O:4])[CH2:2][Cl:1])=[O:4].[NH2:10][C:11]1[CH:12]=[C:13]2[C:18](=[CH:19][CH:20]=1)[C:16](=[O:17])[O:15][CH2:14]2.O. The catalyst is C1COCC1. The product is [Cl:1][CH2:2][C:3]([NH:10][C:11]1[CH:12]=[C:13]2[C:18](=[CH:19][CH:20]=1)[C:16](=[O:17])[O:15][CH2:14]2)=[O:4]. The yield is 0.890.